From a dataset of Full USPTO retrosynthesis dataset with 1.9M reactions from patents (1976-2016). Predict the reactants needed to synthesize the given product. (1) Given the product [CH:13]([OH:14])=[O:12].[OH:4][CH:3]([C:5]1[CH:6]=[CH:7][C:8]([OH:14])=[C:9]([CH2:11][OH:12])[N:10]=1)[CH2:2][NH:1][CH2:31][CH2:32][CH2:33][CH2:34][CH2:35][CH2:36][O:37][CH2:38][CH2:39][CH2:40][CH2:41][C:42]1[CH:43]=[C:44]([S:48]([NH2:51])(=[O:50])=[O:49])[CH:45]=[CH:46][CH:47]=1, predict the reactants needed to synthesize it. The reactants are: [NH2:1][CH2:2][CH:3]([C:5]1[N:10]=[C:9]2[CH2:11][O:12][CH:13](C3C=CC=CC=3)[O:14][C:8]2=[CH:7][CH:6]=1)[OH:4].C(N(C(C)C)CC)(C)C.Br[CH2:31][CH2:32][CH2:33][CH2:34][CH2:35][CH2:36][O:37][CH2:38][CH2:39][CH2:40][CH2:41][C:42]1[CH:43]=[C:44]([S:48]([NH2:51])(=[O:50])=[O:49])[CH:45]=[CH:46][CH:47]=1. (2) Given the product [Br:17][C:18]1[N:19]=[C:20]([NH:2][C@H:3]([C:5]2[C:6](=[O:16])[NH:7][C:8]3[C:13]([CH:14]=2)=[CH:12][C:11]([Cl:15])=[CH:10][CH:9]=3)[CH3:4])[CH:21]=[CH:22][CH:23]=1, predict the reactants needed to synthesize it. The reactants are: Cl.[NH2:2][C@H:3]([C:5]1[C:6](=[O:16])[NH:7][C:8]2[C:13]([CH:14]=1)=[CH:12][C:11]([Cl:15])=[CH:10][CH:9]=2)[CH3:4].[Br:17][C:18]1[CH:23]=[CH:22][CH:21]=[C:20](F)[N:19]=1.CCN(C(C)C)C(C)C.O. (3) The reactants are: [NH2:1][CH:2]1[C:11]2[C:6](=[N:7][C:8]([C:19]3[CH:28]=[CH:27][C:22]([C:23]([O:25][CH3:26])=[O:24])=[CH:21][C:20]=3[Cl:29])=[C:9]([C:12]3[CH:17]=[CH:16][C:15]([Cl:18])=[CH:14][CH:13]=3)[CH:10]=2)[O:5][C:4]([CH3:31])([CH3:30])[CH2:3]1.[C:32](Cl)(=[O:37])[C:33]([CH3:36])([CH3:35])[CH3:34].CCN(CC)CC. Given the product [Cl:29][C:20]1[CH:21]=[C:22]([CH:27]=[CH:28][C:19]=1[C:8]1[N:7]=[C:6]2[O:5][C:4]([CH3:31])([CH3:30])[CH2:3][CH:2]([NH:1][C:32](=[O:37])[C:33]([CH3:36])([CH3:35])[CH3:34])[C:11]2=[CH:10][C:9]=1[C:12]1[CH:13]=[CH:14][C:15]([Cl:18])=[CH:16][CH:17]=1)[C:23]([O:25][CH3:26])=[O:24], predict the reactants needed to synthesize it. (4) Given the product [ClH:4].[NH:12]1[CH2:17][CH2:16][CH2:15][CH2:14][CH:13]1[CH2:18][CH2:19][CH2:20][C:21]([O:23][CH3:24])=[O:22], predict the reactants needed to synthesize it. The reactants are: C([Cl:4])(=O)C.C(OC([N:12]1[CH2:17][CH2:16][CH2:15][CH2:14][CH:13]1[CH2:18][CH2:19][CH2:20][C:21]([O:23][CH3:24])=[O:22])=O)(C)(C)C. (5) Given the product [CH3:12][N:11]1[C:4]2[CH:3]=[C:2]([C:18]3[CH:19]=[CH:20][C:15]([C:14]([F:25])([F:24])[F:13])=[CH:16][CH:17]=3)[NH:7][C:6](=[O:8])[C:5]=2[CH:9]=[N:10]1, predict the reactants needed to synthesize it. The reactants are: Cl[C:2]1[NH:7][C:6](=[O:8])[C:5]2[CH:9]=[N:10][N:11]([CH3:12])[C:4]=2[CH:3]=1.[F:13][C:14]([F:25])([F:24])[C:15]1[CH:20]=[CH:19][C:18](B(O)O)=[CH:17][CH:16]=1.C(=O)([O-])[O-].[Na+].[Na+]. (6) Given the product [F:6][C:3]1[CH:1]=[CH:27][CH:28]=[CH:23][C:21]=1[NH:18][CH:19]1[CH2:20][CH2:21][NH:18][CH2:19][CH2:20]1, predict the reactants needed to synthesize it. The reactants are: [C:1](O)([C:3]([F:6])(F)F)=O.IC1N=NC(N2[CH2:20][CH2:19][N:18]([C:21]([C:23]3[CH:28]=[CH:27]C=CC=3C(F)(F)F)=O)CC2)=CC=1.